From a dataset of Reaction yield outcomes from USPTO patents with 853,638 reactions. Predict the reaction yield, written as a fraction of the theoretical maximum amount of product (1.0 means a 100% yield; for example, 0.34 means a 34% yield). The reactants are C([O:4][CH2:5][C@@H:6]1[C@@H:11]([O:12]C(=O)C)[C@H:10]([OH:16])[C@H:9]([OH:17])[C@@H:8]([C:18]2[CH:23]=[CH:22][CH:21]=[C:20]([Br:24])[CH:19]=2)[O:7]1)(=O)C.CO[Na]. The catalyst is CO. The product is [Br:24][C:20]1[CH:19]=[C:18]([C@@H:8]2[C@@H:9]([OH:17])[C@@H:10]([OH:16])[C@H:11]([OH:12])[C@@H:6]([CH2:5][OH:4])[O:7]2)[CH:23]=[CH:22][CH:21]=1. The yield is 0.703.